Task: Predict the product of the given reaction.. Dataset: Forward reaction prediction with 1.9M reactions from USPTO patents (1976-2016) (1) Given the reactants [OH:1][C@H:2]1[C@H:9]2[C@H:5]([O:6][C:7]([CH3:11])([CH3:10])[O:8]2)[O:4][C@H:3]1[C:12]([OH:14])=O.CN(C(ON1N=NC2C=CC=CC1=2)=[N+](C)C)C.[B-](F)(F)(F)F.C[N:38]1[CH2:43][CH2:42][O:41][CH2:40][CH2:39]1.N1CCOCC1, predict the reaction product. The product is: [OH:1][C@H:2]1[C@H:9]2[C@H:5]([O:6][C:7]([CH3:10])([CH3:11])[O:8]2)[O:4][C@H:3]1[C:12]([N:38]1[CH2:43][CH2:42][O:41][CH2:40][CH2:39]1)=[O:14]. (2) Given the reactants [Br:1][C:2]1[CH:7]=[CH:6][C:5]([C:8](N2CCOCC2)=[O:9])=[C:4]([F:16])[CH:3]=1.[CH3:17][Mg]Br.[NH4+].[Cl-], predict the reaction product. The product is: [Br:1][C:2]1[CH:7]=[CH:6][C:5]([C:8](=[O:9])[CH3:17])=[C:4]([F:16])[CH:3]=1. (3) Given the reactants [N:1]1([C:6]2[CH:11]=[CH:10][C:9]([C:12]#[C:13][CH2:14][OH:15])=[CH:8][CH:7]=2)[CH:5]=[CH:4][CH:3]=[N:2]1, predict the reaction product. The product is: [N:1]1([C:6]2[CH:11]=[CH:10][C:9]([C:12]#[C:13][CH:14]=[O:15])=[CH:8][CH:7]=2)[CH:5]=[CH:4][CH:3]=[N:2]1.